Dataset: Reaction yield outcomes from USPTO patents with 853,638 reactions. Task: Predict the reaction yield, written as a fraction of the theoretical maximum amount of product (1.0 means a 100% yield; for example, 0.34 means a 34% yield). (1) The reactants are [CH3:1][C@H:2]1[CH2:7][C@@H:6]([OH:8])[C@H:5]([C:9]([CH3:11])=[CH2:10])[CH2:4][CH2:3]1.[C:12](OC)(=[O:17])[CH2:13][C:14]([CH3:16])=[O:15]. The catalyst is CCCCCCC.C1(C)C=CC(S(O)(=O)=O)=CC=1. The product is [O:15]=[C:14]([CH3:16])[CH2:13][C:12]([O:8][C@@H:6]1[CH2:7][C@H:2]([CH3:1])[CH2:3][CH2:4][C@H:5]1[C:9]([CH3:11])=[CH2:10])=[O:17]. The yield is 0.750. (2) The reactants are [CH:1]1([OH:6])[CH2:5][CH2:4][CH2:3][CH2:2]1.[Cl:7][CH2:8][CH2:9][CH2:10][C:11](Cl)=[O:12].O1CC[CH2:16][CH2:15]1.N1C=CC=CC=1. The catalyst is O. The product is [Cl:7][CH2:8][CH2:9][CH2:10][C:11]([O:6][C:1]1([CH2:15][CH3:16])[CH2:5][CH2:4][CH2:3][CH2:2]1)=[O:12]. The yield is 0.930. (3) The reactants are [O:1]=[S:2]1(=[O:28])[CH2:7][CH2:6][CH:5]([C:8]2[C:16]3[C:11](=[C:12]([C:25]([NH2:27])=[O:26])[CH:13]=[C:14]([C:17]4[CH:22]=[CH:21][CH:20]=[C:19]([CH:23]=O)[CH:18]=4)[CH:15]=3)[NH:10][CH:9]=2)[CH2:4][CH2:3]1.[CH3:29][NH:30]C.CC(O)=O.[BH3-]C#N.[Na+]. The catalyst is CS(C)=O.CO. The product is [O:28]=[S:2]1(=[O:1])[CH2:3][CH2:4][CH:5]([C:8]2[C:16]3[C:11](=[C:12]([C:25]([NH2:27])=[O:26])[CH:13]=[C:14]([C:17]4[CH:22]=[CH:21][CH:20]=[C:19]([CH2:23][NH:30][CH3:29])[CH:18]=4)[CH:15]=3)[NH:10][CH:9]=2)[CH2:6][CH2:7]1. The yield is 0.150. (4) The reactants are [CH3:1][C:2]1[N:7]=[C:6]2[S:8][C:9]3[CH2:14][CH2:13][CH2:12][CH2:11][C:10]=3[C:5]2=[C:4]([C:15]2[CH:20]=[CH:19][C:18]([CH3:21])=[CH:17][CH:16]=2)[C:3]=1[CH2:22][C:23]([O:25][CH2:26][CH3:27])=[O:24].[Li+].C[Si]([N-][Si](C)(C)C)(C)C.[CH2:38]1[CH2:42]O[CH2:40][CH2:39]1.BrCC1CC1. The product is [CH3:1][C:2]1[N:7]=[C:6]2[S:8][C:9]3[CH2:14][CH2:13][CH2:12][CH2:11][C:10]=3[C:5]2=[C:4]([C:15]2[CH:16]=[CH:17][C:18]([CH3:21])=[CH:19][CH:20]=2)[C:3]=1[CH:22]([CH2:40][CH:39]1[CH2:42][CH2:38]1)[C:23]([O:25][CH2:26][CH3:27])=[O:24]. The catalyst is CN(C=O)C. The yield is 0.160. (5) The reactants are [CH2:1]([N:8]([CH2:19][C:20]1[CH:25]=[CH:24][CH:23]=[CH:22][CH:21]=1)[C:9]1([C:12]2[CH:17]=[CH:16][C:15](Br)=[CH:14][CH:13]=2)[CH2:11][CH2:10]1)[C:2]1[CH:7]=[CH:6][CH:5]=[CH:4][CH:3]=1.[CH3:26][Si:27]([C:30]#[CH:31])([CH3:29])[CH3:28]. The catalyst is C(N(CC)CC)C.[Cu]I.Cl[Pd](Cl)([P](C1C=CC=CC=1)(C1C=CC=CC=1)C1C=CC=CC=1)[P](C1C=CC=CC=1)(C1C=CC=CC=1)C1C=CC=CC=1. The product is [CH2:1]([N:8]([CH2:19][C:20]1[CH:25]=[CH:24][CH:23]=[CH:22][CH:21]=1)[C:9]1([C:12]2[CH:17]=[CH:16][C:15]([C:31]#[C:30][Si:27]([CH3:29])([CH3:28])[CH3:26])=[CH:14][CH:13]=2)[CH2:11][CH2:10]1)[C:2]1[CH:7]=[CH:6][CH:5]=[CH:4][CH:3]=1. The yield is 0.880.